This data is from Forward reaction prediction with 1.9M reactions from USPTO patents (1976-2016). The task is: Predict the product of the given reaction. (1) Given the reactants [C:9](O[C:9]([O:11][C:12]([CH3:15])([CH3:14])[CH3:13])=[O:10])([O:11][C:12]([CH3:15])([CH3:14])[CH3:13])=[O:10].Cl.[CH3:17][O:18][C:19](=[O:27])[C@@H:20]([NH2:26])[C@H:21]([N:23]=[N+:24]=[N-:25])[CH3:22].CCN(C(C)C)C(C)C, predict the reaction product. The product is: [CH3:17][O:18][C:19](=[O:27])[C@@H:20]([NH:26][C:9]([O:11][C:12]([CH3:13])([CH3:14])[CH3:15])=[O:10])[C@H:21]([N:23]=[N+:24]=[N-:25])[CH3:22]. (2) Given the reactants [Cl:1][C:2]1[C:10]([Cl:11])=[CH:9][CH:8]=[CH:7][C:3]=1[C:4]([OH:6])=O.[N:12]1([CH:18]([C:21]2[CH:22]=[N:23][CH:24]=[CH:25][CH:26]=2)[CH2:19][NH2:20])[CH2:17][CH2:16][O:15][CH2:14][CH2:13]1, predict the reaction product. The product is: [Cl:1][C:2]1[C:10]([Cl:11])=[CH:9][CH:8]=[CH:7][C:3]=1[C:4]([NH:20][CH2:19][CH:18]([N:12]1[CH2:17][CH2:16][O:15][CH2:14][CH2:13]1)[C:21]1[CH:22]=[N:23][CH:24]=[CH:25][CH:26]=1)=[O:6]. (3) Given the reactants [C:1]1([NH2:8])[C:2]([NH2:7])=[CH:3][CH:4]=[CH:5][CH:6]=1.[CH:9]1([CH:12]=O)[CH2:11][CH2:10]1.[BH3-]C#N.[Na+].C(O)(=O)C, predict the reaction product. The product is: [CH:9]1([CH2:12][NH:7][C:2]2[C:1]([NH2:8])=[CH:6][CH:5]=[CH:4][CH:3]=2)[CH2:11][CH2:10]1.